From a dataset of hERG potassium channel inhibition data for cardiac toxicity prediction from Karim et al.. Regression/Classification. Given a drug SMILES string, predict its toxicity properties. Task type varies by dataset: regression for continuous values (e.g., LD50, hERG inhibition percentage) or binary classification for toxic/non-toxic outcomes (e.g., AMES mutagenicity, cardiotoxicity, hepatotoxicity). Dataset: herg_karim. The result is 1 (blocker). The drug is Cc1cc(-c2ccc3c(c2)CCN(CCCSc2nnc(-c4cccc(Cl)c4)n2C)CC3)no1.